From a dataset of Full USPTO retrosynthesis dataset with 1.9M reactions from patents (1976-2016). Predict the reactants needed to synthesize the given product. (1) Given the product [C:11]([N:8]1[C:4]2[N:5]=[CH:6][CH:7]=[C:2]([C:14]#[N:15])[C:3]=2[CH:10]=[CH:9]1)(=[O:13])[CH3:12], predict the reactants needed to synthesize it. The reactants are: I[C:2]1[CH:7]=[CH:6][N:5]=[C:4]2[N:8]([C:11](=[O:13])[CH3:12])[CH:9]=[CH:10][C:3]=12.[C:14]([Cu])#[N:15]. (2) The reactants are: [Cl:1][C:2]1[CH:7]=[CH:6][CH:5]=[CH:4][C:3]=1[CH2:8][N:9]1[C:13]2[N:14]=[C:15]([CH:19]([CH3:21])[CH3:20])[NH:16][C:17](=O)[C:12]=2[N:11]=[N:10]1.O=P(Cl)(Cl)Cl.C(N(CC)C1C=CC=CC=1)C.Cl.[F:39][C:40]1([F:45])[CH2:44][CH2:43][NH:42][CH2:41]1.CCN(C(C)C)C(C)C. Given the product [Cl:1][C:2]1[CH:7]=[CH:6][CH:5]=[CH:4][C:3]=1[CH2:8][N:9]1[C:13]2[N:14]=[C:15]([CH:19]([CH3:21])[CH3:20])[N:16]=[C:17]([N:42]3[CH2:43][CH2:44][C:40]([F:45])([F:39])[CH2:41]3)[C:12]=2[N:11]=[N:10]1, predict the reactants needed to synthesize it. (3) Given the product [OH:1][C:2]1[C:10]([CH2:25][OH:26])=[C:9]2[C:5]([CH:6]=[N:7][N:8]2[CH2:11][C@@H:12]([NH:14][C:15](=[O:24])[O:16][CH2:17][C:18]2[CH:23]=[CH:22][CH:21]=[CH:20][CH:19]=2)[CH3:13])=[CH:4][CH:3]=1, predict the reactants needed to synthesize it. The reactants are: [OH:1][C:2]1[CH:10]=[C:9]2[C:5]([CH:6]=[N:7][N:8]2[CH2:11][C@@H:12]([NH:14][C:15](=[O:24])[O:16][CH2:17][C:18]2[CH:23]=[CH:22][CH:21]=[CH:20][CH:19]=2)[CH3:13])=[CH:4][CH:3]=1.[CH2:25]=[O:26].[OH-].[Na+]. (4) Given the product [O:23]1[CH:27]=[CH:26][CH:25]=[C:24]1[C:2]1[CH:3]=[C:4]([CH:9]=[C:10]([C:12](=[O:22])[N:13]([CH3:21])[CH2:14][C:15]2[S:16][CH:17]=[C:18]([CH3:20])[N:19]=2)[CH:11]=1)[C:5]([O:7][CH3:8])=[O:6], predict the reactants needed to synthesize it. The reactants are: I[C:2]1[CH:3]=[C:4]([CH:9]=[C:10]([C:12](=[O:22])[N:13]([CH3:21])[CH2:14][C:15]2[S:16][CH:17]=[C:18]([CH3:20])[N:19]=2)[CH:11]=1)[C:5]([O:7][CH3:8])=[O:6].[O:23]1[CH:27]=[CH:26][CH:25]=[C:24]1B(O)O.C([O-])([O-])=O.[Na+].[Na+]. (5) Given the product [CH3:35][N:33]([CH3:34])[C:32]([CH:20]([NH:21][S:22]([C:25]1[CH:30]=[CH:29][C:28]([CH3:31])=[CH:27][CH:26]=1)(=[O:23])=[O:24])[CH2:19][C:16]1[CH:15]=[CH:14][C:13]([O:12][C:9]2[CH:8]=[CH:7][C:6]([CH2:5][CH2:4][C:3]([OH:37])=[O:2])=[CH:11][CH:10]=2)=[CH:18][CH:17]=1)=[O:36], predict the reactants needed to synthesize it. The reactants are: C[O:2][C:3](=[O:37])[CH2:4][CH2:5][C:6]1[CH:11]=[CH:10][C:9]([O:12][C:13]2[CH:18]=[CH:17][C:16]([CH2:19][CH:20]([C:32](=[O:36])[N:33]([CH3:35])[CH3:34])[NH:21][S:22]([C:25]3[CH:30]=[CH:29][C:28]([CH3:31])=[CH:27][CH:26]=3)(=[O:24])=[O:23])=[CH:15][CH:14]=2)=[CH:8][CH:7]=1.[OH-].[Li+].